Dataset: Reaction yield outcomes from USPTO patents with 853,638 reactions. Task: Predict the reaction yield, written as a fraction of the theoretical maximum amount of product (1.0 means a 100% yield; for example, 0.34 means a 34% yield). (1) The reactants are [CH3:1][O:2][C:3]([CH2:5][CH:6]1[CH2:11][CH2:10][CH:9]([O:12][C:13]([N:15]2[CH2:24][CH2:23][C:22]3[C:17](=[CH:18][CH:19]=[C:20]([N+:25]([O-])=O)[CH:21]=3)[CH2:16]2)=[O:14])[CH2:8][CH2:7]1)=[O:4].[H][H]. The catalyst is [C].[Pd].C(OCC)(=O)C. The product is [CH3:1][O:2][C:3]([CH2:5][CH:6]1[CH2:7][CH2:8][CH:9]([O:12][C:13]([N:15]2[CH2:24][CH2:23][C:22]3[C:17](=[CH:18][CH:19]=[C:20]([NH2:25])[CH:21]=3)[CH2:16]2)=[O:14])[CH2:10][CH2:11]1)=[O:4]. The yield is 1.00. (2) The reactants are [C:1]1([C:7]2[NH:11][CH:10]=[C:9]([CH2:12][OH:13])[CH:8]=2)[CH:6]=[CH:5][CH:4]=[CH:3][CH:2]=1.C[N+]1([O-])CCOCC1. The catalyst is C(#N)C.[Ru]([O-])(=O)(=O)=O.C([N+](CCC)(CCC)CCC)CC. The product is [C:1]1([C:7]2[NH:11][CH:10]=[C:9]([CH:12]=[O:13])[CH:8]=2)[CH:6]=[CH:5][CH:4]=[CH:3][CH:2]=1. The yield is 0.620. (3) The reactants are [CH2:1]([O:8][C:9]([C:18]1[N:23]=[CH:22][C:21]([N:24]2[CH2:29][CH2:28][NH:27][CH2:26][CH2:25]2)=[C:20]([CH2:30][CH2:31][CH3:32])[CH:19]=1)([C:14]([F:17])([F:16])[F:15])[C:10]([F:13])([F:12])[F:11])[C:2]1[CH:7]=[CH:6][CH:5]=[CH:4][CH:3]=1.[Br:33][CH2:34][C:35](Br)=[O:36]. The catalyst is ClCCl. The product is [CH2:1]([O:8][C:9]([C:18]1[N:23]=[CH:22][C:21]([N:24]2[CH2:29][CH2:28][N:27]([C:35](=[O:36])[CH2:34][Br:33])[CH2:26][CH2:25]2)=[C:20]([CH2:30][CH2:31][CH3:32])[CH:19]=1)([C:10]([F:11])([F:12])[F:13])[C:14]([F:16])([F:15])[F:17])[C:2]1[CH:3]=[CH:4][CH:5]=[CH:6][CH:7]=1. The yield is 0.780. (4) The reactants are [N+:1]([C:4]1[NH:5][CH:6]=[CH:7][N:8]=1)([O-:3])=[O:2].C(=O)([O-])[O-].[K+].[K+].[C:15]([O:19][C:20](=[O:23])[CH2:21]Br)([CH3:18])([CH3:17])[CH3:16]. The catalyst is C(#N)C. The product is [C:15]([O:19][C:20](=[O:23])[CH2:21][N:5]1[CH:6]=[CH:7][N:8]=[C:4]1[N+:1]([O-:3])=[O:2])([CH3:18])([CH3:17])[CH3:16]. The yield is 0.710. (5) The product is [CH:46]([OH:47])=[O:66].[CH:59]12[N:62]([CH2:46][CH2:45][O:44][C:43]3[CH:42]=[C:41]([N:7]4[C:8]([NH:10][C:11]([NH:13][C@@H:14]5[C:23]6[C:18](=[CH:19][CH:20]=[CH:21][CH:22]=6)[C@H:17]([O:24][C:25]6[CH:26]=[CH:27][C:28]7[N:29]([C:31]([N:34]8[CH2:39][CH2:38][CH2:37][CH2:36][C@@H:35]8[CH3:40])=[N:32][N:33]=7)[CH:30]=6)[CH2:16][CH2:15]5)=[O:12])=[CH:9][C:5]([C:1]([CH3:4])([CH3:2])[CH3:3])=[N:6]4)[CH:54]=[CH:53][CH:52]=3)[CH:55]([CH2:61][CH2:60]1)[CH2:56][CH2:57][CH2:58]2. The yield is 0.620. The reactants are [C:1]([C:5]1[CH:9]=[C:8]([NH:10][C:11]([NH:13][C@@H:14]2[C:23]3[C:18](=[CH:19][CH:20]=[CH:21][CH:22]=3)[C@H:17]([O:24][C:25]3[CH:26]=[CH:27][C:28]4[N:29]([C:31]([N:34]5[CH2:39][CH2:38][CH2:37][CH2:36][C@@H:35]5[CH3:40])=[N:32][N:33]=4)[CH:30]=3)[CH2:16][CH2:15]2)=[O:12])[N:7]([C:41]2[CH:42]=[C:43]([CH:52]=[CH:53][CH:54]=2)[O:44][CH2:45][CH2:46][O:47]S(C)(=O)=O)[N:6]=1)([CH3:4])([CH3:3])[CH3:2].[CH:55]12[NH:62][CH:59]([CH2:60][CH2:61]1)[CH2:58][CH2:57][CH2:56]2.C1C[O:66]CC1. No catalyst specified. (6) The reactants are N[C:2]1[CH:7]=[CH:6][C:5]([O:8][CH:9]([F:11])[F:10])=[C:4]([CH3:12])[CH:3]=1.N([O-])=O.[Na+].[BrH:17]. The catalyst is O.[Cu]Br. The product is [Br:17][C:2]1[CH:7]=[CH:6][C:5]([O:8][CH:9]([F:11])[F:10])=[C:4]([CH3:12])[CH:3]=1. The yield is 0.370. (7) The yield is 0.800. The reactants are [Si:1]([O:8][CH2:9][C@@H:10]1[CH2:14][C:13]([CH3:15])=[CH:12][N:11]1[C:16]([C:18]1[CH:23]=[C:22]([O:24][CH3:25])[C:21]([O:26][Si:27]([CH:34]([CH3:36])[CH3:35])([CH:31]([CH3:33])[CH3:32])[CH:28]([CH3:30])[CH3:29])=[CH:20][C:19]=1[N+:37]([O-])=O)=[O:17])([C:4]([CH3:7])([CH3:6])[CH3:5])([CH3:3])[CH3:2]. The catalyst is C(O)=O.C(O)C.[Zn]. The product is [NH2:37][C:19]1[CH:20]=[C:21]([O:26][Si:27]([CH:28]([CH3:29])[CH3:30])([CH:34]([CH3:36])[CH3:35])[CH:31]([CH3:33])[CH3:32])[C:22]([O:24][CH3:25])=[CH:23][C:18]=1[C:16]([N:11]1[CH:12]=[C:13]([CH3:15])[CH2:14][C@H:10]1[CH2:9][O:8][Si:1]([C:4]([CH3:7])([CH3:6])[CH3:5])([CH3:2])[CH3:3])=[O:17].